From a dataset of Full USPTO retrosynthesis dataset with 1.9M reactions from patents (1976-2016). Predict the reactants needed to synthesize the given product. Given the product [OH:31][C@:27]([C:25]1[O:26][C:22]([CH3:21])=[N:23][N:24]=1)([CH3:28])[C:29]#[C:30][C:2]1[CH:3]=[C:4]([N:8]2[C:16]3[C:11](=[CH:12][CH:13]=[CH:14][CH:15]=3)[C:10]([C:17]([O:19][CH3:20])=[O:18])=[N:9]2)[CH:5]=[CH:6][CH:7]=1, predict the reactants needed to synthesize it. The reactants are: Br[C:2]1[CH:3]=[C:4]([N:8]2[C:16]3[C:11](=[CH:12][CH:13]=[CH:14][CH:15]=3)[C:10]([C:17]([O:19][CH3:20])=[O:18])=[N:9]2)[CH:5]=[CH:6][CH:7]=1.[CH3:21][C:22]1[O:26][C:25]([C@:27]([OH:31])([C:29]#[CH:30])[CH3:28])=[N:24][N:23]=1.